This data is from Forward reaction prediction with 1.9M reactions from USPTO patents (1976-2016). The task is: Predict the product of the given reaction. (1) Given the reactants [NH2:1][C:2]1[C:11]2=[CH:12][N:13]([CH:15]3[O:19][CH:18]([C:20](C4C=CC=CC=4)(C4C=CC=CC=4)[O:21][SiH2]C(C)(C)C)[CH:17]([O:39][C:40](=[O:42])[CH3:41])[C:16]3([OH:44])[CH3:43])[N:14]=[C:9]3[C:10]2=[C:4]([C:5](=[O:45])[NH:6][N:7]=[CH:8]3)[CH:3]=1.CCCC[N+](CCCC)(CCCC)CCCC.[F-], predict the reaction product. The product is: [NH2:1][C:2]1[C:11]2=[CH:12][N:13]([CH:15]3[O:19][CH:18]([CH2:20][OH:21])[CH:17]([O:39][C:40](=[O:42])[CH3:41])[C:16]3([OH:44])[CH3:43])[N:14]=[C:9]3[C:10]2=[C:4]([C:5](=[O:45])[NH:6][N:7]=[CH:8]3)[CH:3]=1. (2) Given the reactants [Br:1][C:2]1[CH:3]=[N:4][CH:5]=[C:6]([CH:10]=1)[C:7]([OH:9])=O.[CH:11]([C:14]1[CH:20]=[CH:19][C:17]([NH2:18])=[CH:16][CH:15]=1)([CH3:13])[CH3:12], predict the reaction product. The product is: [Br:1][C:2]1[CH:3]=[N:4][CH:5]=[C:6]([CH:10]=1)[C:7]([NH:18][C:17]1[CH:19]=[CH:20][C:14]([CH:11]([CH3:13])[CH3:12])=[CH:15][CH:16]=1)=[O:9]. (3) Given the reactants BrC1C=CC=C2C=1[N:9]([S:11](C1C=CC(OC)=CC=1)(=[O:13])=[O:12])CC2.[Br:22][C:23]1[CH:24]=[CH:25][CH:26]=[C:27]2C=1N[CH:29]=[CH:28]2.[C:32]([BH3-])#[N:33].[Na+].[OH-].[Na+], predict the reaction product. The product is: [Br:22][CH:23]1[CH2:24][C:25]2[C:32](=[CH:29][CH:28]=[CH:27][CH:26]=2)[N:33]1[S:11]([NH2:9])(=[O:13])=[O:12]. (4) Given the reactants [CH:1]1([O:7][C:8]([O:10][CH:11](Cl)[CH3:12])=[O:9])[CH2:6][CH2:5][CH2:4][CH2:3][CH2:2]1.[Na+].[I-:15], predict the reaction product. The product is: [CH:1]1([O:7][C:8]([O:10][CH:11]([I:15])[CH3:12])=[O:9])[CH2:6][CH2:5][CH2:4][CH2:3][CH2:2]1. (5) Given the reactants [F:1][C:2]1[CH:11]=[C:10]([F:12])[CH:9]=[C:8]2[C:3]=1[C:4](=[O:21])[CH:5]=[C:6]([C:13]1[CH:18]=[CH:17][C:16]([O:19]C)=[CH:15][CH:14]=1)[O:7]2.I.C(O)(=O)C, predict the reaction product. The product is: [F:1][C:2]1[CH:11]=[C:10]([F:12])[CH:9]=[C:8]2[C:3]=1[C:4](=[O:21])[CH:5]=[C:6]([C:13]1[CH:14]=[CH:15][C:16]([OH:19])=[CH:17][CH:18]=1)[O:7]2. (6) Given the reactants Cl[C:2]1[CH:7]=[N:6][C:5]([C:8]2[CH:13]=[CH:12][CH:11]=[CH:10][CH:9]=2)=[C:4]([C:14]2[CH:19]=[CH:18][CH:17]=[CH:16][CH:15]=2)[N:3]=1.[CH3:20][O:21][CH2:22][O:23][C:24]1[CH:25]=[C:26]([CH:30]=[CH:31][CH:32]=1)[CH2:27][NH:28][CH3:29], predict the reaction product. The product is: [C:8]1([C:5]2[N:6]=[CH:7][C:2]([N:28]([CH2:27][C:26]3[CH:30]=[CH:31][CH:32]=[C:24]([O:23][CH2:22][O:21][CH3:20])[CH:25]=3)[CH3:29])=[N:3][C:4]=2[C:14]2[CH:19]=[CH:18][CH:17]=[CH:16][CH:15]=2)[CH:13]=[CH:12][CH:11]=[CH:10][CH:9]=1.